Predict the reactants needed to synthesize the given product. From a dataset of Full USPTO retrosynthesis dataset with 1.9M reactions from patents (1976-2016). (1) Given the product [Br:8][C:9]1[CH:10]=[CH:11][C:12]([C:15]2([CH2:27][NH:33][C:3](=[O:4])[O:5][C:56]([CH3:58])([CH3:57])[CH3:55])[C:23]3[C:18](=[CH:19][CH:20]=[CH:21][CH:22]=3)[C:17]3=[N:24][CH:25]=[CH:26][N:16]23)=[CH:13][CH:14]=1, predict the reactants needed to synthesize it. The reactants are: FC(F)(F)[C:3]([O-:5])=[O:4].[Br:8][C:9]1[CH:14]=[CH:13][C:12]([C:15]2([CH2:27]C(O)=O)[C:23]3[C:18](=[CH:19][CH:20]=[CH:21][CH:22]=3)[C:17]3=[NH+:24][CH:25]=[CH:26][N:16]23)=[CH:11][CH:10]=1.CC[N:33](CC)CC.C1(P(N=[N+]=[N-])(C2C=CC=CC=2)=O)C=CC=CC=1.[CH3:55][C:56](O)([CH3:58])[CH3:57]. (2) Given the product [C:1]([O:5][C:6]([N:8]([CH3:59])[C@@H:9]([CH3:58])[C:10]([NH:12][C@H:13]([C:33](=[O:57])[N:34]1[C@H:43]([C:44](=[O:56])[NH:45][C@H:46]2[C:55]3[C:50](=[CH:51][CH:52]=[CH:53][CH:54]=3)[CH2:49][CH2:48][CH2:47]2)[CH2:42][C:41]2[C:36](=[CH:37][CH:38]=[CH:39][CH:40]=2)[CH2:35]1)[CH2:14][C:15]1[CH:16]=[CH:17][C:18]([N:21]([CH2:22][C:23]2[CH:32]=[CH:31][C:26]([C:27]([O:29][CH3:30])=[O:28])=[CH:25][CH:24]=2)[CH3:64])=[CH:19][CH:20]=1)=[O:11])=[O:7])([CH3:4])([CH3:3])[CH3:2], predict the reactants needed to synthesize it. The reactants are: [C:1]([O:5][C:6]([N:8]([CH3:59])[C@@H:9]([CH3:58])[C:10]([NH:12][C@H:13]([C:33](=[O:57])[N:34]1[C@H:43]([C:44](=[O:56])[NH:45][C@H:46]2[C:55]3[C:50](=[CH:51][CH:52]=[CH:53][CH:54]=3)[CH2:49][CH2:48][CH2:47]2)[CH2:42][C:41]2[C:36](=[CH:37][CH:38]=[CH:39][CH:40]=2)[CH2:35]1)[CH2:14][C:15]1[CH:20]=[CH:19][C:18]([NH:21][CH2:22][C:23]2[CH:32]=[CH:31][C:26]([C:27]([O:29][CH3:30])=[O:28])=[CH:25][CH:24]=2)=[CH:17][CH:16]=1)=[O:11])=[O:7])([CH3:4])([CH3:3])[CH3:2].C=O.[BH-](OC(C)=O)(OC(C)=O)O[C:64](C)=O.[Na+].C([O-])(O)=O.[Na+]. (3) The reactants are: [CH3:1][O:2][C:3](=[O:13])[CH2:4][C:5]1[CH:10]=[CH:9][C:8]([NH:11][CH3:12])=[CH:7][CH:6]=1.C(N(CC)C(C)C)(C)C.[C:23](Cl)(=[O:26])[CH:24]=[CH2:25].C(=O)(O)[O-].[Na+]. Given the product [CH3:1][O:2][C:3](=[O:13])[CH2:4][C:5]1[CH:10]=[CH:9][C:8]([NH:11][CH2:12][C:23](=[O:26])[CH:24]=[CH2:25])=[CH:7][CH:6]=1, predict the reactants needed to synthesize it. (4) Given the product [CH:24]1([C:28]([NH:1][C:2]2[CH:7]=[CH:6][CH:5]=[CH:4][C:3]=2[CH:8]2[C:17]([CH3:18])([CH3:19])[CH2:16][C:15]3[C:10](=[CH:11][CH:12]=[C:13]([C:20]([O:22][CH3:23])=[O:21])[CH:14]=3)[NH:9]2)=[O:29])[CH2:27][CH2:26][CH2:25]1, predict the reactants needed to synthesize it. The reactants are: [NH2:1][C:2]1[CH:7]=[CH:6][CH:5]=[CH:4][C:3]=1[CH:8]1[C:17]([CH3:19])([CH3:18])[CH2:16][C:15]2[C:10](=[CH:11][CH:12]=[C:13]([C:20]([O:22][CH3:23])=[O:21])[CH:14]=2)[NH:9]1.[CH:24]1([C:28](O)=[O:29])[CH2:27][CH2:26][CH2:25]1.C(N(CC)C(C)C)(C)C.P(Cl)(Cl)(Cl)=O. (5) Given the product [Cl:17][C:12]1[CH:13]=[CH:14][CH:15]=[CH:16][C:11]=1[S:8]([C:7]1[CH:6]=[CH:5][C:4]([C:18]2[C:19]([OH:25])=[CH:20][CH:21]=[C:22]([F:24])[CH:23]=2)=[CH:3][C:2]=1[F:1])(=[O:9])=[O:10], predict the reactants needed to synthesize it. The reactants are: [F:1][C:2]1[CH:3]=[C:4]([C:18]2[CH:23]=[C:22]([F:24])[CH:21]=[CH:20][C:19]=2[O:25]C)[CH:5]=[CH:6][C:7]=1[S:8]([C:11]1[CH:16]=[CH:15][CH:14]=[CH:13][C:12]=1[Cl:17])(=[O:10])=[O:9].B(Br)(Br)Br. (6) Given the product [CH2:1]([N:3]([CH2:14][C:15]1[NH:19][C:18]2[CH:20]=[CH:21][C:22]([C:24]([N:26]3[CH2:46][CH2:47][N:48]([CH3:49])[CH2:28][CH2:27]3)=[O:25])=[CH:23][C:17]=2[N:16]=1)[CH:4]1[C:13]2[N:12]=[CH:11][CH:10]=[CH:9][C:8]=2[CH2:7][CH2:6][CH2:5]1)[CH3:2], predict the reactants needed to synthesize it. The reactants are: [CH2:1]([N:3]([CH2:14][C:15]1[NH:19][C:18]2[CH:20]=[CH:21][C:22]([C:24]([NH:26][CH2:27][CH2:28]C3N=CNC=3)=[O:25])=[CH:23][C:17]=2[N:16]=1)[CH:4]1[C:13]2[N:12]=[CH:11][CH:10]=[CH:9][C:8]=2[CH2:7][CH2:6][CH2:5]1)[CH3:2].FC1C(OC(C2C=C[C:47]3[NH:48][C:49](CN(CC)C4[C:49]5[N:48]=[CH:47][CH:46]=CC=5CCC4)=N[C:46]=3C=2)=O)=C(F)C(F)=C(F)C=1F.CN1CCNCC1.